This data is from Catalyst prediction with 721,799 reactions and 888 catalyst types from USPTO. The task is: Predict which catalyst facilitates the given reaction. (1) Reactant: [CH2:1]([N:3]1[CH2:8][C:7]([CH3:10])([CH3:9])[O:6][C:5](=[O:11])[CH:4]1[CH2:12][C:13]([OH:15])=O)[CH3:2].C(N(C(C)C)CC)(C)C.CN(C(ON1N=NC2C=CC=NC1=2)=[N+](C)C)C.F[P-](F)(F)(F)(F)F.[C:49]1([N:55]2[CH2:60][CH2:59][NH:58][CH2:57][CH2:56]2)[CH:54]=[CH:53][CH:52]=[CH:51][CH:50]=1. Product: [CH2:1]([N:3]1[CH2:8][C:7]([CH3:9])([CH3:10])[O:6][C:5](=[O:11])[CH:4]1[CH2:12][C:13](=[O:15])[N:58]1[CH2:59][CH2:60][N:55]([C:49]2[CH:54]=[CH:53][CH:52]=[CH:51][CH:50]=2)[CH2:56][CH2:57]1)[CH3:2]. The catalyst class is: 3. (2) Reactant: [BH4-].[Na+].[C:3]([C:6]1[CH:14]=[C:13]2[C:9]([C:10]([C:19]([NH2:21])=[O:20])=[C:11]([NH:15][C:16]([NH2:18])=[O:17])[NH:12]2)=[CH:8][CH:7]=1)(=[O:5])[CH3:4].O. Product: [NH2:18][C:16]([NH:15][C:11]1[NH:12][C:13]2[C:9]([C:10]=1[C:19]([NH2:21])=[O:20])=[CH:8][CH:7]=[C:6]([CH:3]([OH:5])[CH3:4])[CH:14]=2)=[O:17]. The catalyst class is: 7. (3) Reactant: [CH:1]1([N:4]([CH2:31][C:32]2[CH:37]=[C:36]([CH2:38][CH2:39][CH2:40][O:41][CH3:42])[CH:35]=[C:34]([O:43][CH2:44][CH2:45][O:46][CH3:47])[CH:33]=2)[C:5]([C@@H:7]2[C@:12]([C:16]3[CH:21]=[CH:20][C:19]([F:22])=[C:18]([F:23])[CH:17]=3)([O:13][CH2:14][CH3:15])[CH2:11][CH2:10][N:9](C(OC(C)(C)C)=O)[CH2:8]2)=[O:6])[CH2:3][CH2:2]1.Cl. Product: [CH:1]1([N:4]([CH2:31][C:32]2[CH:37]=[C:36]([CH2:38][CH2:39][CH2:40][O:41][CH3:42])[CH:35]=[C:34]([O:43][CH2:44][CH2:45][O:46][CH3:47])[CH:33]=2)[C:5]([C@@H:7]2[C@:12]([C:16]3[CH:21]=[CH:20][C:19]([F:22])=[C:18]([F:23])[CH:17]=3)([O:13][CH2:14][CH3:15])[CH2:11][CH2:10][NH:9][CH2:8]2)=[O:6])[CH2:3][CH2:2]1. The catalyst class is: 4. (4) Reactant: F[C:2]1[CH:3]=[C:4]([CH:7]=[CH:8][CH:9]=1)[C:5]#[N:6].[CH2:10]([O:12][C:13]1[CH:18]=[CH:17][C:16]([OH:19])=[CH:15][CH:14]=1)[CH3:11].C(=O)([O-])[O-].[Cs+].[Cs+].Cl. Product: [CH2:10]([O:12][C:13]1[CH:18]=[CH:17][C:16]([O:19][C:2]2[CH:3]=[C:4]([CH:7]=[CH:8][CH:9]=2)[C:5]#[N:6])=[CH:15][CH:14]=1)[CH3:11]. The catalyst class is: 3. (5) Reactant: [CH2:1]([O:7][C:8]1[CH:13]=[CH:12][C:11]([C:14]2[NH:15][C:16]3[CH:22]=[C:21]([C:23](N(OC)C)=[O:24])[CH:20]=[CH:19][C:17]=3[N:18]=2)=[CH:10][CH:9]=1)[CH2:2][CH2:3][CH2:4][C:5]#[CH:6].[H-].[Al+3].[Li+].[H-].[H-].[H-]. Product: [CH2:1]([O:7][C:8]1[CH:9]=[CH:10][C:11]([C:14]2[NH:15][C:16]3[CH:22]=[C:21]([CH:23]=[O:24])[CH:20]=[CH:19][C:17]=3[N:18]=2)=[CH:12][CH:13]=1)[CH2:2][CH2:3][CH2:4][C:5]#[CH:6]. The catalyst class is: 1. (6) Reactant: [CH3:1][O:2][CH:3]1[CH2:12][CH2:11][C:10]2[CH:9]=[C:8]([CH2:13][O:14][C:15]3[CH:20]=[CH:19][C:18]([C@@H:21]([C:27]4[N:31]([CH3:32])[CH:30]=[N:29][N:28]=4)[CH2:22][C:23]([O:25]C)=[O:24])=[CH:17][CH:16]=3)[CH:7]=[CH:6][C:5]=2[CH2:4]1.[OH-].[Na+].Cl. Product: [CH3:1][O:2][CH:3]1[CH2:12][CH2:11][C:10]2[CH:9]=[C:8]([CH2:13][O:14][C:15]3[CH:20]=[CH:19][C:18]([C@@H:21]([C:27]4[N:31]([CH3:32])[CH:30]=[N:29][N:28]=4)[CH2:22][C:23]([OH:25])=[O:24])=[CH:17][CH:16]=3)[CH:7]=[CH:6][C:5]=2[CH2:4]1. The catalyst class is: 36. (7) Reactant: Cl[C:2]1[C:3](=[O:18])[N:4]([CH:15]([CH3:17])[CH3:16])[S:5](=[O:14])(=[O:13])[C:6]=1[C:7]1[CH:12]=[CH:11][CH:10]=[CH:9][CH:8]=1.[NH2:19][CH2:20][CH2:21][C:22]1[CH:29]=[CH:28][C:25]([C:26]#[N:27])=[CH:24][CH:23]=1. Product: [CH:15]([N:4]1[C:3](=[O:18])[C:2]([NH:19][CH2:20][CH2:21][C:22]2[CH:29]=[CH:28][C:25]([C:26]#[N:27])=[CH:24][CH:23]=2)=[C:6]([C:7]2[CH:12]=[CH:11][CH:10]=[CH:9][CH:8]=2)[S:5]1(=[O:14])=[O:13])([CH3:17])[CH3:16]. The catalyst class is: 23. (8) Reactant: [Cl:1][C:2]1[CH:10]=[C:9]2[C:5](/[C:6](=[CH:12]/[C:13]3[O:14][C:15]([Cl:18])=[CH:16][CH:17]=3)/[C:7](=[O:11])[NH:8]2)=[CH:4][CH:3]=1.[C:19]([O:23][C:24](O[C:24]([O:23][C:19]([CH3:22])([CH3:21])[CH3:20])=[O:25])=[O:25])([CH3:22])([CH3:21])[CH3:20]. Product: [C:19]([O:23][C:24]([N:8]1[C:9]2[C:5](=[CH:4][CH:3]=[C:2]([Cl:1])[CH:10]=2)/[C:6](=[CH:12]/[C:13]2[O:14][C:15]([Cl:18])=[CH:16][CH:17]=2)/[C:7]1=[O:11])=[O:25])([CH3:22])([CH3:21])[CH3:20]. The catalyst class is: 119. (9) Reactant: C(=O)([O-])[O-].[K+].[K+].[CH3:7][N:8]([CH3:48])[C:9](=[O:47])[CH2:10][O:11][C:12]1[CH:20]=[C:19]2[C:15]([CH2:16][CH2:17][N:18]2[C:21]2[C:22]3[CH2:38][S:37](=[N:40]C(=O)C(F)(F)F)(=[O:39])[CH2:36][C:23]=3[N:24]=[C:25]([C:27]3[CH:32]=[CH:31][C:30]([O:33][CH3:34])=[C:29]([F:35])[CH:28]=3)[N:26]=2)=[CH:14][CH:13]=1.C(#N)C.CO. Product: [F:35][C:29]1[CH:28]=[C:27]([C:25]2[N:26]=[C:21]([N:18]3[C:19]4[C:15](=[CH:14][CH:13]=[C:12]([O:11][CH2:10][C:9]([N:8]([CH3:7])[CH3:48])=[O:47])[CH:20]=4)[CH2:16][CH2:17]3)[C:22]3[CH2:38][S:37](=[NH:40])(=[O:39])[CH2:36][C:23]=3[N:24]=2)[CH:32]=[CH:31][C:30]=1[O:33][CH3:34]. The catalyst class is: 6.